Dataset: Full USPTO retrosynthesis dataset with 1.9M reactions from patents (1976-2016). Task: Predict the reactants needed to synthesize the given product. (1) The reactants are: [NH2:1][CH2:2][CH2:3][N:4]1[C:12]2[CH:11]=[CH:10][CH:9]=[CH:8][C:7]=2[C:6]2[CH2:13][CH2:14][N:15](C(OC(C)(C)C)=O)[CH2:16][CH2:17][C:5]1=2.C(C(O)=O)(F)(F)F.C(Cl)[Cl:33]. Given the product [ClH:33].[ClH:33].[CH2:13]1[C:6]2[C:7]3[CH:8]=[CH:9][CH:10]=[CH:11][C:12]=3[N:4]([CH2:3][CH2:2][NH2:1])[C:5]=2[CH2:17][CH2:16][NH:15][CH2:14]1, predict the reactants needed to synthesize it. (2) Given the product [CH2:32]([O:33][CH:34]1[CH2:39][CH2:38][CH:37]([CH:43]=[O:44])[CH2:36][CH2:35]1)[C:6]1[CH:11]=[CH:10][CH:9]=[CH:8][CH:7]=1, predict the reactants needed to synthesize it. The reactants are: [Cl-].COC[P+]([C:6]1[CH:11]=[CH:10][CH:9]=[CH:8][CH:7]=1)([C:6]1[CH:11]=[CH:10][CH:9]=[CH:8][CH:7]=1)[C:6]1[CH:11]=[CH:10][CH:9]=[CH:8][CH:7]=1.C([N-]C(C)C)(C)C.[Li+].[CH3:32][O:33][CH:34]1[CH2:39][CH2:38][CH2:37][CH2:36][C:35]1=O.C1C[O:44][CH2:43]C1. (3) The reactants are: [CH3:1][C:2]1[CH:7]=[C:6]([C:8](=O)[CH2:9][C@@H:10]([C:18]2[CH:23]=[CH:22][C:21]([N:24]3[CH2:29][CH2:28][CH:27]([C:30]([OH:32])=[O:31])[CH2:26][CH2:25]3)=[CH:20][CH:19]=2)[C:11]2[CH:16]=[CH:15][CH:14]=[CH:13][C:12]=2[CH3:17])[CH:5]=[CH:4][N:3]=1.Cl.[NH2:35][OH:36].C(=O)([O-])O.[Na+]. Given the product [OH:36]/[N:35]=[C:8](/[C:6]1[CH:5]=[CH:4][N:3]=[C:2]([CH3:1])[CH:7]=1)\[CH2:9][C@@H:10]([C:18]1[CH:19]=[CH:20][C:21]([N:24]2[CH2:25][CH2:26][CH:27]([C:30]([OH:32])=[O:31])[CH2:28][CH2:29]2)=[CH:22][CH:23]=1)[C:11]1[CH:16]=[CH:15][CH:14]=[CH:13][C:12]=1[CH3:17], predict the reactants needed to synthesize it. (4) Given the product [C:53]([O:52][C:51](=[O:57])[CH2:50][N:46]1[CH:47]=[CH:48][N:49]=[C:45]1[CH2:44][N:14]([CH2:13][C:9]1[N:8]([CH2:7][C:6](=[O:58])[O:5][C:1]([CH3:4])([CH3:3])[CH3:2])[CH:12]=[CH:11][N:10]=1)[CH2:15][CH2:16][CH2:17][CH2:18][C@H:19]([NH:27][C:28]([NH:29][C@@H:30]([CH2:31][CH2:32][C:33](=[O:34])[NH:59][CH2:60][CH2:61][C:62]1[CH:63]=[CH:64][C:65]([S:68](=[O:69])(=[O:70])[NH2:71])=[CH:66][CH:67]=1)[C:36]([O:38][C:39]([CH3:40])([CH3:41])[CH3:42])=[O:37])=[O:43])[C:20]([O:22][C:23]([CH3:26])([CH3:25])[CH3:24])=[O:21])([CH3:54])([CH3:55])[CH3:56], predict the reactants needed to synthesize it. The reactants are: [C:1]([O:5][C:6](=[O:58])[CH2:7][N:8]1[CH:12]=[CH:11][N:10]=[C:9]1[CH2:13][N:14]([CH2:44][C:45]1[N:46]([CH2:50][C:51](=[O:57])[O:52][C:53]([CH3:56])([CH3:55])[CH3:54])[CH:47]=[CH:48][N:49]=1)[CH2:15][CH2:16][CH2:17][CH2:18][C@H:19]([NH:27][C:28](=[O:43])[NH:29][C@H:30]([C:36]([O:38][C:39]([CH3:42])([CH3:41])[CH3:40])=[O:37])[CH2:31][CH2:32][C:33](O)=[O:34])[C:20]([O:22][C:23]([CH3:26])([CH3:25])[CH3:24])=[O:21])([CH3:4])([CH3:3])[CH3:2].[NH2:59][CH2:60][CH2:61][C:62]1[CH:67]=[CH:66][C:65]([S:68]([NH2:71])(=[O:70])=[O:69])=[CH:64][CH:63]=1.CN(C(ON1N=NC2C=CC=NC1=2)=[N+](C)C)C.F[P-](F)(F)(F)(F)F.CCN(C(C)C)C(C)C. (5) Given the product [Cl:38][C:19]([C:11]1[N:10]([CH2:28][C@H:29]2[CH2:34][CH2:33][C@H:32]([CH3:35])[CH2:31][CH2:30]2)[C:9]2[C:13](=[N:14][C:15]([C:17]#[N:18])=[N:16][C:8]=2[NH:7][C@@H:5]([CH:1]2[CH2:2][CH2:3][CH2:4]2)[CH3:6])[N:12]=1)([C:21]1[CH:26]=[CH:25][CH:24]=[CH:23][N:22]=1)[CH3:20], predict the reactants needed to synthesize it. The reactants are: [CH:1]1([C@H:5]([NH:7][C:8]2[N:16]=[C:15]([C:17]#[N:18])[N:14]=[C:13]3[C:9]=2[N:10]([CH2:28][C@H:29]2[CH2:34][CH2:33][C@H:32]([CH3:35])[CH2:31][CH2:30]2)[C:11]([C:19](O)([C:21]2[CH:26]=[CH:25][CH:24]=[CH:23][N:22]=2)[CH3:20])=[N:12]3)[CH3:6])[CH2:4][CH2:3][CH2:2]1.O=S(Cl)[Cl:38]. (6) Given the product [CH3:1][O:2][CH2:3][CH2:4][O:5][C:6](=[O:31])[NH:7][C@H:8]([C:13]([NH:15][C@@H:16]([CH2:24][C:25]1[CH:30]=[CH:29][CH:28]=[CH:27][CH:26]=1)[C:17](=[O:23])[C:18](=[O:19])[NH:20][CH2:21][CH3:22])=[O:14])[CH2:9][CH:10]([CH3:12])[CH3:11], predict the reactants needed to synthesize it. The reactants are: [CH3:1][O:2][CH2:3][CH2:4][O:5][C:6](=[O:31])[NH:7][C@H:8]([C:13]([NH:15][C@@H:16]([CH2:24][C:25]1[CH:30]=[CH:29][CH:28]=[CH:27][CH:26]=1)[CH:17]([OH:23])[C:18]([NH:20][CH2:21][CH3:22])=[O:19])=[O:14])[CH2:9][CH:10]([CH3:12])[CH3:11].CC(OI1(OC(C)=O)(OC(C)=O)OC(=O)C2C=CC=CC1=2)=O.[O-]S([O-])(=S)=O.[Na+].[Na+].C([O-])(O)=O.[Na+]. (7) Given the product [NH2:10][C:3]1[C:2](/[CH:13]=[CH:12]/[C:11]([O:15][CH2:16][CH3:17])=[O:14])=[CH:7][N:6]=[C:5]([O:8][CH3:9])[N:4]=1, predict the reactants needed to synthesize it. The reactants are: Cl[C:2]1[C:3]([NH2:10])=[N:4][C:5]([O:8][CH3:9])=[N:6][CH:7]=1.[C:11]([O:15][CH2:16][CH3:17])(=[O:14])[CH:12]=[CH2:13].C(N(CC)CC)C.O. (8) Given the product [O:53]1[C:58]2[CH:59]=[CH:60][C:61]([C:63]3[CH:64]=[C:65]([NH:69][C:24]([C:19]4[C:20](=[O:23])[O:21][C:22]5[C:17]([CH:18]=4)=[CH:16][CH:15]=[CH:14][C:13]=5[O:12][C:11]([F:10])([F:28])[F:27])=[O:26])[CH:66]=[CH:67][CH:68]=3)=[CH:62][C:57]=2[O:56][CH2:55][CH2:54]1, predict the reactants needed to synthesize it. The reactants are: CCN(C(C)C)C(C)C.[F:10][C:11]([F:28])([F:27])[O:12][C:13]1[CH:14]=[CH:15][CH:16]=[C:17]2[C:22]=1[O:21][C:20](=[O:23])[C:19]([C:24]([OH:26])=O)=[CH:18]2.CN(C(ON1N=NC2C=CC=NC1=2)=[N+](C)C)C.F[P-](F)(F)(F)(F)F.[O:53]1[C:58]2[CH:59]=[CH:60][C:61]([C:63]3[CH:64]=[C:65]([NH2:69])[CH:66]=[CH:67][CH:68]=3)=[CH:62][C:57]=2[O:56][CH2:55][CH2:54]1.